This data is from Peptide-MHC class I binding affinity with 185,985 pairs from IEDB/IMGT. The task is: Regression. Given a peptide amino acid sequence and an MHC pseudo amino acid sequence, predict their binding affinity value. This is MHC class I binding data. (1) The peptide sequence is QEYADVFHL. The MHC is HLA-B18:01 with pseudo-sequence HLA-B18:01. The binding affinity (normalized) is 0.312. (2) The MHC is Mamu-B3901 with pseudo-sequence Mamu-B3901. The peptide sequence is IDIIRGPIL. The binding affinity (normalized) is 0.0986. (3) The peptide sequence is ASGFIEAE. The MHC is HLA-B27:05 with pseudo-sequence HLA-B27:05. The binding affinity (normalized) is 0. (4) The peptide sequence is IPQCRLTPL. The MHC is HLA-B54:01 with pseudo-sequence HLA-B54:01. The binding affinity (normalized) is 0.313.